This data is from Forward reaction prediction with 1.9M reactions from USPTO patents (1976-2016). The task is: Predict the product of the given reaction. Given the reactants C([O:7][CH2:8][C@@H:9]([O:29][C:30]([CH3:33])([CH3:32])[CH3:31])[C:10]1[C:11]([C:22]2[CH:27]=[CH:26][C:25]([Cl:28])=[CH:24][CH:23]=2)=[C:12]2[C:17](=[CH:18][C:19]=1[CH3:20])[NH:16][C:15](=O)[CH:14]=[CH:13]2)(=O)C(C)(C)C.[H-].[Na+].C([O:40][C@@H:41]([C:45]1[C:46](C2C=CC(Cl)=CC=2)=[C:47]2[C:52](=[CH:53][C:54]=1C)N1N=NN=C1C=C2)C(O)=O)(C)(C)C, predict the reaction product. The product is: [CH2:41]([O:40][C:15]1[CH:14]=[CH:13][C:12]2[C:17](=[CH:18][C:19]([CH3:20])=[C:10]([C@H:9]([O:29][C:30]([CH3:32])([CH3:33])[CH3:31])[CH2:8][OH:7])[C:11]=2[C:22]2[CH:27]=[CH:26][C:25]([Cl:28])=[CH:24][CH:23]=2)[N:16]=1)[C:45]1[CH:46]=[CH:47][CH:52]=[CH:53][CH:54]=1.